From a dataset of Forward reaction prediction with 1.9M reactions from USPTO patents (1976-2016). Predict the product of the given reaction. (1) Given the reactants N12CCCN=C1CCCCC2.[Cl:12][C:13]1[C:22]([C:23]2[N:24]([C:34]([O:36][C:37]([CH3:40])([CH3:39])[CH3:38])=[O:35])[C:25]3[C:30]([CH:31]=2)=[CH:29][C:28]([CH2:32]O)=[CH:27][CH:26]=3)=[CH:21][C:20]2[C:15](=[CH:16][CH:17]=[CH:18][CH:19]=2)[N:14]=1.C1(P([N:55]=[N+:56]=[N-:57])(C2C=CC=CC=2)=O)C=CC=CC=1, predict the reaction product. The product is: [N:55]([CH2:32][C:28]1[CH:29]=[C:30]2[C:25](=[CH:26][CH:27]=1)[N:24]([C:34]([O:36][C:37]([CH3:40])([CH3:39])[CH3:38])=[O:35])[C:23]([C:22]1[C:13]([Cl:12])=[N:14][C:15]3[C:20]([CH:21]=1)=[CH:19][CH:18]=[CH:17][CH:16]=3)=[CH:31]2)=[N+:56]=[N-:57]. (2) Given the reactants [C:1]([O:5][C:6]([O:8][C:9]1[CH:28]=[CH:27][C:26]([N:29]([CH2:34][CH:35]2[CH2:37][CH2:36]2)[S:30]([CH3:33])(=[O:32])=[O:31])=[CH:25][C:10]=1[C:11]([O:13][CH2:14][C:15]([O:17]CC1C=CC=CC=1)=[O:16])=[O:12])=[O:7])([CH3:4])([CH3:3])[CH3:2], predict the reaction product. The product is: [C:1]([O:5][C:6]([O:8][C:9]1[CH:28]=[CH:27][C:26]([N:29]([CH2:34][CH:35]2[CH2:36][CH2:37]2)[S:30]([CH3:33])(=[O:32])=[O:31])=[CH:25][C:10]=1[C:11]([O:13][CH2:14][C:15]([OH:17])=[O:16])=[O:12])=[O:7])([CH3:4])([CH3:2])[CH3:3]. (3) Given the reactants C([O:3][C:4]([C:6]1[CH:10]=[C:9]([C:11]2[O:12][CH:13]=[CH:14][CH:15]=2)[N:8]([CH2:16][C:17]2[CH:21]=[C:20]([C:22]3[S:23][C:24]([Cl:27])=[CH:25][CH:26]=3)[O:19][N:18]=2)[N:7]=1)=[O:5])C.Cl, predict the reaction product. The product is: [Cl:27][C:24]1[S:23][C:22]([C:20]2[O:19][N:18]=[C:17]([CH2:16][N:8]3[C:9]([C:11]4[O:12][CH:13]=[CH:14][CH:15]=4)=[CH:10][C:6]([C:4]([OH:5])=[O:3])=[N:7]3)[CH:21]=2)=[CH:26][CH:25]=1. (4) Given the reactants Cl.[CH2:2]([O:4][C:5](=[O:8])[CH2:6][NH2:7])[CH3:3].C(N(CC)CC)C.[Cl:16][C:17]1[CH:26]=[C:25]2[C:20]([C:21]([C:43]3[CH:48]=[CH:47][CH:46]=[C:45]([CH:49]=O)[CH:44]=3)=[C:22]([CH2:28][C:29]([NH:31][C:32]3[CH:37]=[CH:36][C:35]([F:38])=[CH:34][C:33]=3[C:39]([F:42])([F:41])[F:40])=[O:30])[C:23](=[O:27])[O:24]2)=[CH:19][C:18]=1[CH3:51], predict the reaction product. The product is: [Cl:16][C:17]1[CH:26]=[C:25]2[C:20]([C:21]([C:43]3[CH:44]=[C:45]([CH:46]=[CH:47][CH:48]=3)[CH2:49][NH:7][CH2:6][C:5]([O:4][CH2:2][CH3:3])=[O:8])=[C:22]([CH2:28][C:29]([NH:31][C:32]3[CH:37]=[CH:36][C:35]([F:38])=[CH:34][C:33]=3[C:39]([F:41])([F:42])[F:40])=[O:30])[C:23](=[O:27])[O:24]2)=[CH:19][C:18]=1[CH3:51]. (5) Given the reactants [C:1]([O:5][C:6]([N:8]1[CH2:13][CH2:12][CH:11]([S:14][C:15]2[CH:16]=[C:17]3[C:22](=[CH:23][C:24]=2[Cl:25])[C:21](=[O:26])[N:20]([CH2:27][C:28]2[CH:33]=[CH:32][C:31]([O:34][CH3:35])=[CH:30][CH:29]=2)[CH:19]=[CH:18]3)[CH2:10][CH2:9]1)=[O:7])([CH3:4])([CH3:3])[CH3:2].ClC1C=CC=C(C(OO)=[O:44])C=1, predict the reaction product. The product is: [C:1]([O:5][C:6]([N:8]1[CH2:9][CH2:10][CH:11]([S:14]([C:15]2[CH:16]=[C:17]3[C:22](=[CH:23][C:24]=2[Cl:25])[C:21](=[O:26])[N:20]([CH2:27][C:28]2[CH:29]=[CH:30][C:31]([O:34][CH3:35])=[CH:32][CH:33]=2)[CH:19]=[CH:18]3)=[O:44])[CH2:12][CH2:13]1)=[O:7])([CH3:4])([CH3:3])[CH3:2]. (6) Given the reactants [ClH:1].[NH2:2][C@@H:3]1[CH2:12][CH2:11][C:10]2[C:5](=[CH:6][CH:7]=[CH:8][C:9]=2[O:13][CH3:14])[CH2:4]1.C([O-])(=O)C.[Na+].[Br:20]Br, predict the reaction product. The product is: [ClH:1].[NH2:2][C@@H:3]1[CH2:12][CH2:11][C:10]2[C:5](=[C:6]([Br:20])[CH:7]=[CH:8][C:9]=2[O:13][CH3:14])[CH2:4]1. (7) Given the reactants Br[C:2]1[CH:7]=[CH:6][C:5]([S:8]([NH:11][C@H:12]([C:16]([O:18][CH3:19])=[O:17])[CH:13]([CH3:15])[CH3:14])(=[O:10])=[O:9])=[CH:4][CH:3]=1.[N+:20]([C:23]1[CH:28]=[CH:27][C:26](B(O)O)=[CH:25][CH:24]=1)([O-:22])=[O:21].C1(C)C=CC=CC=1.C(=O)(O)[O-].[Na+], predict the reaction product. The product is: [N+:20]([C:23]1[CH:28]=[CH:27][C:26]([C:2]2[CH:7]=[CH:6][C:5]([S:8]([NH:11][C@H:12]([C:16]([O:18][CH3:19])=[O:17])[CH:13]([CH3:15])[CH3:14])(=[O:10])=[O:9])=[CH:4][CH:3]=2)=[CH:25][CH:24]=1)([O-:22])=[O:21].